From a dataset of Peptide-MHC class I binding affinity with 185,985 pairs from IEDB/IMGT. Regression. Given a peptide amino acid sequence and an MHC pseudo amino acid sequence, predict their binding affinity value. This is MHC class I binding data. The peptide sequence is FVFAPTHGL. The MHC is HLA-C04:01 with pseudo-sequence HLA-C04:01. The binding affinity (normalized) is 0.213.